From a dataset of NCI-60 drug combinations with 297,098 pairs across 59 cell lines. Regression. Given two drug SMILES strings and cell line genomic features, predict the synergy score measuring deviation from expected non-interaction effect. (1) Drug 1: CC1C(C(CC(O1)OC2CC(CC3=C2C(=C4C(=C3O)C(=O)C5=C(C4=O)C(=CC=C5)OC)O)(C(=O)C)O)N)O.Cl. Drug 2: C1=NC2=C(N=C(N=C2N1C3C(C(C(O3)CO)O)O)F)N. Cell line: OVCAR-8. Synergy scores: CSS=34.7, Synergy_ZIP=-9.63, Synergy_Bliss=-8.94, Synergy_Loewe=-9.11, Synergy_HSA=-7.72. (2) Drug 1: CN1CCC(CC1)COC2=C(C=C3C(=C2)N=CN=C3NC4=C(C=C(C=C4)Br)F)OC. Drug 2: CC1=C(C=C(C=C1)NC(=O)C2=CC=C(C=C2)CN3CCN(CC3)C)NC4=NC=CC(=N4)C5=CN=CC=C5. Cell line: IGROV1. Synergy scores: CSS=58.5, Synergy_ZIP=1.94, Synergy_Bliss=2.82, Synergy_Loewe=-28.9, Synergy_HSA=2.07. (3) Drug 1: C1=CC=C(C=C1)NC(=O)CCCCCCC(=O)NO. Drug 2: CN(CC1=CN=C2C(=N1)C(=NC(=N2)N)N)C3=CC=C(C=C3)C(=O)NC(CCC(=O)O)C(=O)O. Cell line: NCI-H460. Synergy scores: CSS=28.1, Synergy_ZIP=0.367, Synergy_Bliss=0.217, Synergy_Loewe=-44.1, Synergy_HSA=-0.610. (4) Drug 1: CCCCCOC(=O)NC1=NC(=O)N(C=C1F)C2C(C(C(O2)C)O)O. Drug 2: C1CNP(=O)(OC1)N(CCCl)CCCl. Cell line: LOX IMVI. Synergy scores: CSS=-7.80, Synergy_ZIP=3.64, Synergy_Bliss=4.96, Synergy_Loewe=-4.93, Synergy_HSA=-5.07. (5) Drug 1: C1=C(C(=O)NC(=O)N1)F. Drug 2: C1CN1P(=S)(N2CC2)N3CC3. Cell line: OVCAR-4. Synergy scores: CSS=45.6, Synergy_ZIP=0.0365, Synergy_Bliss=-1.73, Synergy_Loewe=-4.89, Synergy_HSA=-1.08. (6) Drug 1: C1=NC2=C(N1)C(=S)N=C(N2)N. Drug 2: CN1C(=O)N2C=NC(=C2N=N1)C(=O)N. Cell line: SK-OV-3. Synergy scores: CSS=37.4, Synergy_ZIP=-7.15, Synergy_Bliss=-2.48, Synergy_Loewe=-36.2, Synergy_HSA=-3.86.